This data is from Full USPTO retrosynthesis dataset with 1.9M reactions from patents (1976-2016). The task is: Predict the reactants needed to synthesize the given product. (1) Given the product [CH3:23][C:2]([CH3:1])([CH3:22])[C:3]([NH:5][C:6]1[C:11]([CH:12]([CH3:19])[CH2:13][C:14]([O:16][CH2:17][CH3:18])=[O:15])=[CH:10][CH:9]=[C:8]([O:20][CH3:21])[N:7]=1)=[O:4], predict the reactants needed to synthesize it. The reactants are: [CH3:1][C:2]([CH3:23])([CH3:22])[C:3]([NH:5][C:6]1[C:11](/[C:12](/[CH3:19])=[CH:13]/[C:14]([O:16][CH2:17][CH3:18])=[O:15])=[CH:10][CH:9]=[C:8]([O:20][CH3:21])[N:7]=1)=[O:4].[H][H]. (2) Given the product [F:17][C:14]1[CH:15]=[CH:16][C:11]([C:10]2[C:2]([O:18][CH2:19][CH:20]3[CH2:22][CH2:21]3)=[N:3][CH:4]=[C:5]([CH:9]=2)[C:6]([OH:8])=[O:7])=[CH:12][CH:13]=1, predict the reactants needed to synthesize it. The reactants are: Cl[C:2]1[C:10]([C:11]2[CH:16]=[CH:15][C:14]([F:17])=[CH:13][CH:12]=2)=[CH:9][C:5]([C:6]([OH:8])=[O:7])=[CH:4][N:3]=1.[OH:18][CH2:19][CH:20]1[CH2:22][CH2:21]1. (3) Given the product [N:6]1([CH2:5][C:3]([OH:4])=[O:2])[CH2:11][CH2:10][O:9][CH2:8][CH2:7]1, predict the reactants needed to synthesize it. The reactants are: C[O:2][C:3]([CH2:5][N:6]1[CH2:11][CH2:10][O:9][CH2:8][CH2:7]1)=[O:4].Cl. (4) Given the product [Br:22][C:23]1[S:27][C:26]([C:28]2[O:12][C:10]([CH:4]3[CH:5]4[CH2:6][CH2:7][N:2]([CH2:9][CH2:8]4)[CH2:3]3)=[N:31][N:30]=2)=[CH:25][CH:24]=1, predict the reactants needed to synthesize it. The reactants are: Cl.[N:2]12[CH2:9][CH2:8][CH:5]([CH2:6][CH2:7]1)[CH:4]([C:10]([OH:12])=O)[CH2:3]2.[Cl-].ClC1N(C)CC[NH+]1C.[Br:22][C:23]1[S:27][C:26]([C:28]([NH:30][NH2:31])=O)=[CH:25][CH:24]=1.C(N(CC)CC)C.